Dataset: Reaction yield outcomes from USPTO patents with 853,638 reactions. Task: Predict the reaction yield, written as a fraction of the theoretical maximum amount of product (1.0 means a 100% yield; for example, 0.34 means a 34% yield). (1) The reactants are [CH3:1][O:2][C:3]1[CH:4]=[C:5]2[C:10](=[CH:11][C:12]=1[O:13][CH3:14])[N:9]=[CH:8][CH:7]=[C:6]2[O:15][C:16]1[CH:22]=[CH:21][C:19]([NH2:20])=[C:18]([CH3:23])[C:17]=1[CH3:24].ClC(Cl)(O[C:29](=[O:35])[O:30][C:31](Cl)(Cl)Cl)Cl.[Cl:37][C:38]1[CH:43]=[CH:42][CH:41]=[CH:40][C:39]=1CO.C(=O)(O)[O-].[Na+]. The catalyst is C(Cl)Cl.C(N(CC)CC)C.C1(C)C=CC=CC=1. The product is [CH3:1][O:2][C:3]1[CH:4]=[C:5]2[C:10](=[CH:11][C:12]=1[O:13][CH3:14])[N:9]=[CH:8][CH:7]=[C:6]2[O:15][C:16]1[CH:22]=[CH:21][C:19]([NH:20][C:29](=[O:35])[O:30][CH2:31][C:39]2[CH:40]=[CH:41][CH:42]=[CH:43][C:38]=2[Cl:37])=[C:18]([CH3:23])[C:17]=1[CH3:24]. The yield is 0.770. (2) The reactants are Cl[C:2]([O:4][CH2:5][C:6]1[CH:11]=[CH:10][CH:9]=[CH:8][CH:7]=1)=[O:3].Br.[Br:13][CH2:14][CH2:15][NH2:16].C(N(CC)CC)C. The catalyst is C(Cl)Cl. The product is [CH2:5]([O:4][C:2](=[O:3])[NH:16][CH2:15][CH2:14][Br:13])[C:6]1[CH:11]=[CH:10][CH:9]=[CH:8][CH:7]=1. The yield is 0.890. (3) The reactants are Br[C:2]1[C:3]([O:12][CH3:13])=[CH:4][C:5]([O:10][CH3:11])=[C:6]([CH:9]=1)[CH:7]=[O:8].[C:14]([N:21]1[C:29]2[C:24](=[CH:25][CH:26]=[CH:27][CH:28]=2)[CH:23]=[C:22]1B(O)O)([O:16][C:17]([CH3:20])([CH3:19])[CH3:18])=[O:15]. No catalyst specified. The product is [C:17]([O:16][C:14]([N:21]1[C:29]2[C:24](=[CH:25][CH:26]=[CH:27][CH:28]=2)[CH:23]=[C:22]1[C:2]1[CH:9]=[C:6]([CH:7]=[O:8])[C:5]([O:10][CH3:11])=[CH:4][C:3]=1[O:12][CH3:13])=[O:15])([CH3:20])([CH3:18])[CH3:19]. The yield is 0.790. (4) The reactants are Br[CH2:2][C:3](=[O:7])[CH:4]([CH3:6])[CH3:5].[C:8]1(=[O:18])[NH:12][C:11](=[O:13])[C:10]2=[CH:14][CH:15]=[CH:16][CH:17]=[C:9]12.[K]. No catalyst specified. The product is [CH3:5][CH:4]([CH3:6])[C:3](=[O:7])[CH2:2][N:12]1[C:8](=[O:18])[C:9]2[C:10](=[CH:14][CH:15]=[CH:16][CH:17]=2)[C:11]1=[O:13]. The yield is 0.740. (5) The reactants are [CH2:1]([N:3]([CH2:7][CH2:8][N:9]1[C:13](=[O:14])[C:12]2=[CH:15][CH:16]=[CH:17][CH:18]=[C:11]2[C:10]1=[O:19])[CH2:4][CH2:5][OH:6])[CH3:2].[F:20][C:21]1[C:26](O)=[CH:25][CH:24]=[CH:23][N:22]=1.C1[C@@H](COC2C=CC=NC=2[18F])NC1.C(OCC[N+](C)(C)C)(=O)C.C1(P(C2C=CC=CC=2)C2C=CC=CC=2)C=CC=CC=1.N(C(OC(C)C)=O)=NC(OC(C)C)=O. The catalyst is O1CCCC1. The product is [CH2:1]([N:3]([CH2:7][CH2:8][N:9]1[C:13](=[O:14])[C:12]2=[CH:15][CH:16]=[CH:17][CH:18]=[C:11]2[C:10]1=[O:19])[CH2:4][CH2:5][O:6][C:26]1[C:21]([F:20])=[N:22][CH:23]=[CH:24][CH:25]=1)[CH3:2]. The yield is 0.790. (6) The product is [Cl:7][C:8]1[CH:9]=[C:10](/[CH:11]=[N:1]/[CH2:2][Si:3]([CH3:6])([CH3:5])[CH3:4])[CH:13]=[CH:14][CH:15]=1. The yield is 0.950. The reactants are [NH2:1][CH2:2][Si:3]([CH3:6])([CH3:5])[CH3:4].[Cl:7][C:8]1[CH:9]=[C:10]([CH:13]=[CH:14][CH:15]=1)[CH:11]=O.O. The catalyst is ClCCl. (7) The reactants are [Na].[F:2][C:3]1[CH:4]=[C:5]([CH2:10][C:11]#[N:12])[CH:6]=[C:7]([F:9])[CH:8]=1.[C:13](=O)([O:17]CC)[O:14][CH2:15][CH3:16]. No catalyst specified. The product is [C:11]([CH:10]([C:5]1[CH:4]=[C:3]([F:2])[CH:8]=[C:7]([F:9])[CH:6]=1)[C:13]([O:14][CH2:15][CH3:16])=[O:17])#[N:12]. The yield is 0.880. (8) The reactants are [F:1][C:2]1[CH:3]=[C:4]([C:9]2[CH:14]=[CH:13][N:12]=[C:11]([NH:15][CH2:16][C:17]3[CH:26]=[CH:25][C:20]([C:21]([O:23][CH3:24])=[O:22])=[CH:19][CH:18]=3)[N:10]=2)[CH:5]=[CH:6][C:7]=1[OH:8].Cl.[CH3:28][N:29]([CH3:33])[CH2:30][CH2:31]Cl.[I-].[K+].C(=O)([O-])[O-].[K+].[K+].[NH4+].[Cl-]. The catalyst is CC(C)=O. The product is [CH3:28][N:29]([CH3:33])[CH2:30][CH2:31][O:8][C:7]1[CH:6]=[CH:5][C:4]([C:9]2[CH:14]=[CH:13][N:12]=[C:11]([NH:15][CH2:16][C:17]3[CH:26]=[CH:25][C:20]([C:21]([O:23][CH3:24])=[O:22])=[CH:19][CH:18]=3)[N:10]=2)=[CH:3][C:2]=1[F:1]. The yield is 0.970. (9) The reactants are [Br:1][C:2](=[CH2:5])[CH2:3][OH:4].[CH2:6]([Si:8](Cl)([CH2:11][CH3:12])[CH2:9][CH3:10])[CH3:7].N1C=CN=C1. The catalyst is ClCCl.CN(C)C1C=CN=CC=1. The product is [Br:1][C:2](=[CH2:5])[CH2:3][O:4][Si:8]([CH2:11][CH3:12])([CH2:9][CH3:10])[CH2:6][CH3:7]. The yield is 0.540. (10) The catalyst is C(Cl)Cl. The reactants are [C:1]([O:4][N:5](C(OC(C)(C)C)=O)[C:6]1([CH3:19])[C:10](=[O:11])[N:9]([CH3:12])[N:8]=[C:7]1[C:13]1[CH:18]=[CH:17][CH:16]=[CH:15][CH:14]=1)(=[O:3])[CH3:2].FC(F)(F)C(O)=O. The product is [C:1]([O:4][NH:5][C:6]1([CH3:19])[C:10](=[O:11])[N:9]([CH3:12])[N:8]=[C:7]1[C:13]1[CH:18]=[CH:17][CH:16]=[CH:15][CH:14]=1)(=[O:3])[CH3:2]. The yield is 0.710.